Dataset: Reaction yield outcomes from USPTO patents with 853,638 reactions. Task: Predict the reaction yield, written as a fraction of the theoretical maximum amount of product (1.0 means a 100% yield; for example, 0.34 means a 34% yield). The reactants are [NH2:1][C:2]1[S:3][CH:4]=[C:5]([C:7]([CH3:10])([CH3:9])[CH3:8])[N:6]=1.[Br:11]N1C(=O)CCC1=O.CCCCCC. The catalyst is C(Cl)(Cl)(Cl)Cl. The product is [NH2:1][C:2]1[S:3][C:4]([Br:11])=[C:5]([C:7]([CH3:10])([CH3:9])[CH3:8])[N:6]=1. The yield is 0.937.